This data is from Reaction yield outcomes from USPTO patents with 853,638 reactions. The task is: Predict the reaction yield, written as a fraction of the theoretical maximum amount of product (1.0 means a 100% yield; for example, 0.34 means a 34% yield). (1) The yield is 0.160. The product is [Cl:1][C:2]1[CH:3]=[N:4][CH:5]=[C:6]([Cl:22])[C:7]=1[CH2:8][CH:9]([N:48]1[C:77](=[O:76])[C:78]2[C:79](=[CH:80][CH:81]=[CH:82][C:83]=2[NH:84][C:85]([CH:87]2[CH2:89][CH2:88]2)=[O:86])[CH2:90]1)[C:11]1[CH:16]=[CH:15][C:14]([O:17][CH3:18])=[C:13]([O:19][CH2:20][CH3:21])[CH:12]=1. The reactants are [Cl:1][C:2]1[CH:3]=[N:4][CH:5]=[C:6]([Cl:22])[C:7]=1[CH2:8][CH:9]([C:11]1[CH:16]=[CH:15][C:14]([O:17][CH3:18])=[C:13]([O:19][CH2:20][CH3:21])[CH:12]=1)O.C1C=CC(P(C2C=CC=CC=2)C2C=CC=CC=2)=CC=1.CC(OC(/[N:48]=N/C(OC(C)C)=O)=O)C.P(N=[N+]=[N-])(OC1C=CC=CC=1)(OC1C=CC=CC=1)=O.C[O:76][C:77](=O)[C:78]1[C:83]([NH:84][C:85]([CH:87]2[CH2:89][CH2:88]2)=[O:86])=[CH:82][CH:81]=[CH:80][C:79]=1[CH2:90]Br.C(N(CC)CC)C. The catalyst is CN(C=O)C.O. (2) The reactants are [CH3:1][O:2][C:3]1[CH:11]=[C:10]2[C:6]([CH2:7][CH2:8][C:9]2=[O:12])=[CH:5][CH:4]=1.[N:13](OCCC(C)C)=[O:14].Cl. The catalyst is CO. The product is [OH:14]/[N:13]=[C:8]1/[C:9](=[O:12])[C:10]2[C:6]([CH2:7]/1)=[CH:5][CH:4]=[C:3]([O:2][CH3:1])[CH:11]=2. The yield is 0.500. (3) The reactants are [NH2:1][C:2]1[S:6][C:5]([C:7]2[CH:12]=[CH:11][CH:10]=[CH:9][CH:8]=2)=[N:4][C:3]=1[C:13]([N:15]1[CH2:20][CH2:19][CH:18]([N:21]2[CH2:33][CH2:32][CH2:31][C:23]3([C:27](=[O:28])[O:26][C:25]([CH3:30])([CH3:29])[CH2:24]3)[CH2:22]2)[CH2:17][CH2:16]1)=[O:14].ClC(Cl)(Cl)[C:36]([N:38]=C=O)=[O:37].C(OC(C)C)(C)C. No catalyst specified. The product is [CH3:29][C:25]1([CH3:30])[CH2:24][C:23]2([CH2:31][CH2:32][CH2:33][N:21]([CH:18]3[CH2:19][CH2:20][N:15]([C:13]([C:3]4[N:4]=[C:5]([C:7]5[CH:8]=[CH:9][CH:10]=[CH:11][CH:12]=5)[S:6][C:2]=4[NH:1][C:36]([NH2:38])=[O:37])=[O:14])[CH2:16][CH2:17]3)[CH2:22]2)[C:27](=[O:28])[O:26]1. The yield is 0.610. (4) The reactants are ClCCl.[CH:4]1([O:9][C:10]2[CH:11]=[C:12]([N:31]([CH2:39][CH:40]([CH3:42])[CH3:41])C(=O)OC(C)(C)C)[C:13]3[N:14]([C:16]([C:19]4[CH:24]=[CH:23][C:22]([C:25](=[O:30])[NH:26][CH:27]5[CH2:29][CH2:28]5)=[CH:21][CH:20]=4)=[N:17][N:18]=3)[N:15]=2)[CH2:8][CH2:7][CH2:6][CH2:5]1.C(O)(C(F)(F)F)=O.C(=O)([O-])[O-].[K+].[K+]. The catalyst is C(OCC)(=O)C. The product is [CH:4]1([O:9][C:10]2[CH:11]=[C:12]([NH:31][CH2:39][CH:40]([CH3:42])[CH3:41])[C:13]3[N:14]([C:16]([C:19]4[CH:24]=[CH:23][C:22]([C:25]([NH:26][CH:27]5[CH2:29][CH2:28]5)=[O:30])=[CH:21][CH:20]=4)=[N:17][N:18]=3)[N:15]=2)[CH2:8][CH2:7][CH2:6][CH2:5]1. The yield is 0.570. (5) The reactants are [F:1][C:2]1[CH:3]=[C:4]([CH:8]=[CH:9][CH:10]=1)[C:5]([OH:7])=[O:6].NCCCCN.[Li]C(CC)C.[Cl:22]C(Cl)(Cl)C(Cl)(Cl)Cl. The catalyst is C1COCC1. The product is [Cl:22][C:3]1[C:2]([F:1])=[CH:10][CH:9]=[CH:8][C:4]=1[C:5]([OH:7])=[O:6]. The yield is 0.740. (6) The reactants are [CH3:1][C:2]1[O:6][C:5]([C:7]2[CH:12]=[CH:11][CH:10]=[CH:9][CH:8]=2)=[N:4][C:3]=1[CH2:13][O:14][C:15]1[CH:47]=[CH:46][C:18]2[C:19]([C:40]3[CH:45]=[CH:44][CH:43]=[CH:42][CH:41]=3)=[C:20]([CH2:22][O:23][C:24]3[C:28]([C:29](OCC)=[O:30])=[CH:27][N:26]([C:34]4[CH:39]=[CH:38][CH:37]=[CH:36][CH:35]=4)[N:25]=3)[O:21][C:17]=2[CH:16]=1.[H-].[Al+3].[Li+].[H-].[H-].[H-].O.O.O.O.O.O.O.O.O.O.S([O-])([O-])(=O)=O.[Na+].[Na+]. The catalyst is O1CCCC1.C(OCC)(=O)C. The product is [CH3:1][C:2]1[O:6][C:5]([C:7]2[CH:8]=[CH:9][CH:10]=[CH:11][CH:12]=2)=[N:4][C:3]=1[CH2:13][O:14][C:15]1[CH:47]=[CH:46][C:18]2[C:19]([C:40]3[CH:41]=[CH:42][CH:43]=[CH:44][CH:45]=3)=[C:20]([CH2:22][O:23][C:24]3[C:28]([CH2:29][OH:30])=[CH:27][N:26]([C:34]4[CH:35]=[CH:36][CH:37]=[CH:38][CH:39]=4)[N:25]=3)[O:21][C:17]=2[CH:16]=1. The yield is 0.800. (7) The reactants are [Cl:1][C:2]1[C:19]([Cl:20])=[CH:18][C:5]([CH2:6][N:7]2C(=O)C3C(=CC=CC=3)C2=O)=[C:4]([O:21][CH3:22])[CH:3]=1.O.NN. The catalyst is CCO. The product is [Cl:1][C:2]1[C:19]([Cl:20])=[CH:18][C:5]([CH2:6][NH2:7])=[C:4]([O:21][CH3:22])[CH:3]=1. The yield is 0.780. (8) The reactants are C(OC(=O)[NH:7][CH:8]1[CH2:13][CH2:12][N:11]([CH2:14][C:15]2[C:19]3[CH:20]=[CH:21][C:22]([O:24][C:25]4[S:26][C:27]5[CH:33]=[CH:32][CH:31]=[CH:30][C:28]=5[N:29]=4)=[CH:23][C:18]=3[O:17][CH:16]=2)[CH2:10][CH2:9]1)(C)(C)C.Cl.CCN(CC)CC.[CH3:43][S:44](O[S:44]([CH3:43])(=[O:46])=[O:45])(=[O:46])=[O:45]. The yield is 0.210. The product is [S:26]1[C:27]2[CH:33]=[CH:32][CH:31]=[CH:30][C:28]=2[N:29]=[C:25]1[O:24][C:22]1[CH:21]=[CH:20][C:19]2[C:15]([CH2:14][N:11]3[CH2:10][CH2:9][CH:8]([NH:7][S:44]([CH3:43])(=[O:46])=[O:45])[CH2:13][CH2:12]3)=[CH:16][O:17][C:18]=2[CH:23]=1. The catalyst is C(Cl)Cl.C(OCC)C.